This data is from Forward reaction prediction with 1.9M reactions from USPTO patents (1976-2016). The task is: Predict the product of the given reaction. (1) Given the reactants Cl[C:2]1[N:7]=[N:6][C:5]([C:8]2[CH:49]=[CH:48][C:11]([CH2:12][C:13]3[N:14]([C:26]4[CH:27]=[C:28]([N:32]5[S:36](=[O:38])(=[O:37])[N:35]([CH2:39][O:40][CH2:41][CH2:42][Si:43]([CH3:46])([CH3:45])[CH3:44])[C:34](=[O:47])[CH2:33]5)[CH:29]=[CH:30][CH:31]=4)[CH:15]=[C:16]([C:18]4[CH:23]=[CH:22][C:21]([Cl:24])=[CH:20][C:19]=4[Cl:25])[N:17]=3)=[CH:10][CH:9]=2)=[CH:4][CH:3]=1.[C:50]1(B(O)O)[CH2:55][CH2:54][CH2:53][CH2:52][CH:51]=1, predict the reaction product. The product is: [C:50]1([C:2]2[N:7]=[N:6][C:5]([C:8]3[CH:9]=[CH:10][C:11]([CH2:12][C:13]4[N:14]([C:26]5[CH:27]=[C:28]([N:32]6[S:36](=[O:38])(=[O:37])[N:35]([CH2:39][O:40][CH2:41][CH2:42][Si:43]([CH3:45])([CH3:46])[CH3:44])[C:34](=[O:47])[CH2:33]6)[CH:29]=[CH:30][CH:31]=5)[CH:15]=[C:16]([C:18]5[CH:23]=[CH:22][C:21]([Cl:24])=[CH:20][C:19]=5[Cl:25])[N:17]=4)=[CH:48][CH:49]=3)=[CH:4][CH:3]=2)[CH2:55][CH2:54][CH2:53][CH2:52][CH:51]=1. (2) Given the reactants [CH:1]1([C:4]2[NH:8][C:7]3[CH2:9][CH2:10][C:11](=[O:12])[C:6]=3[N:5]=2)[CH2:3][CH2:2]1.[Cl:13][C:14]1[CH:21]=[CH:20][C:17]([CH2:18]Br)=[CH:16][CH:15]=1.C1(C)C=CC=CC=1.[NH4+].[Cl-], predict the reaction product. The product is: [Cl:13][C:14]1[CH:21]=[CH:20][C:17]([CH2:18][N:5]2[C:6]3[C:11](=[O:12])[CH2:10][CH2:9][C:7]=3[N:8]=[C:4]2[CH:1]2[CH2:3][CH2:2]2)=[CH:16][CH:15]=1. (3) The product is: [Br:14][C:2]1[CH:3]=[C:4]([CH:8]=[C:9]([N+:11]([O-:13])=[O:12])[CH:10]=1)[C:5]([OH:7])=[O:6]. Given the reactants N[C:2]1[CH:3]=[C:4]([CH:8]=[C:9]([N+:11]([O-:13])=[O:12])[CH:10]=1)[C:5]([OH:7])=[O:6].[BrH:14].N([O-])=O.[Na+].[Br-], predict the reaction product. (4) Given the reactants [Cl:1][C:2]1[C:3]2[C@@:10]3([CH2:18][C:17]4[C:12](=[CH:13][CH:14]=[C:15]([C:19]([O:21][CH3:22])=[O:20])[CH:16]=4)[CH2:11]3)[C:9](=[O:23])[NH:8][C:4]=2[N:5]=[CH:6][N:7]=1.[CH2:24]([N:26]([CH2:29][CH3:30])[CH2:27][CH3:28])[CH3:25], predict the reaction product. The product is: [O:23]=[C:9]1[NH:8][C:4]2[N:5]=[CH:6][N:7]=[CH:2][C:3]=2[C@:10]21[CH2:18][C:17]1[C:12](=[CH:13][CH:14]=[C:15]([C:19]([O:21][CH3:22])=[O:20])[CH:16]=1)[CH2:11]2.[ClH:1].[CH2:24]([N:26]([CH2:29][CH3:30])[CH2:27][CH3:28])[CH3:25]. (5) Given the reactants FC(F)(F)C1C=C(C(C)(C)[C:14]([N:16](C)[C:17]2[CH:18]=[N:19][C:20](N3CCN(C)CC3)=[CH:21][C:22]=2[C:23]2[C:24]([CH3:29])=[N:25][CH:26]=[CH:27][CH:28]=2)=[O:15])C=C(C(F)(F)F)C=1.[Cl:42]C1N=CC(C(O)=O)=C(C2C(C)=NC=CC=2)C=1.C(N(CC)CC)C.C1(P(N=[N+]=[N-])(C2C=CC=CC=2)=O)C=CC=CC=1.[C:83]([OH:87])([CH3:86])([CH3:85])[CH3:84], predict the reaction product. The product is: [C:83]([O:87][C:14](=[O:15])[NH:16][C:17]1[CH:18]=[N:19][C:20]([Cl:42])=[CH:21][C:22]=1[C:23]1[C:24]([CH3:29])=[N:25][CH:26]=[CH:27][CH:28]=1)([CH3:86])([CH3:85])[CH3:84].